Predict the reaction yield, written as a fraction of the theoretical maximum amount of product (1.0 means a 100% yield; for example, 0.34 means a 34% yield). From a dataset of Reaction yield outcomes from USPTO patents with 853,638 reactions. (1) The yield is 0.700. The product is [NH2:1][C:2]1[N:10]=[C:9]([O:11][CH2:12][CH2:13][O:14][CH3:15])[N:8]=[C:7]2[C:3]=1[N:4]=[C:5]([Br:27])[N:6]2[CH2:16][C:17]1[CH:18]=[C:19]([CH2:20][OH:21])[CH:24]=[CH:25][CH:26]=1. The catalyst is O1CCCC1.C1(C)C=CC=CC=1. The reactants are [NH2:1][C:2]1[N:10]=[C:9]([O:11][CH2:12][CH2:13][O:14][CH3:15])[N:8]=[C:7]2[C:3]=1[N:4]=[C:5]([Br:27])[N:6]2[CH2:16][C:17]1[CH:18]=[C:19]([CH:24]=[CH:25][CH:26]=1)[C:20](OC)=[O:21].CC(C[AlH]CC(C)C)C. (2) The reactants are [H-].[Na+].C1(N([S:17]([C:20]([F:23])([F:22])[F:21])(=[O:19])=[O:18])[S:17]([C:20]([F:23])([F:22])[F:21])(=[O:19])=[O:18])C=CC=CC=1.[NH4+].[Cl-].C[O:27][CH2:28][CH2:29]OC. No catalyst specified. The product is [O:27]([CH:28]=[CH2:29])[S:17]([C:20]([F:21])([F:22])[F:23])(=[O:18])=[O:19]. The yield is 0.980. (3) The reactants are [NH2:1][C@@H:2]1[CH:7]2[CH2:8][CH2:9][N:4]([CH2:5][CH2:6]2)[CH2:3]1.[H-].[Na+].O=[CH:13][CH2:14][N:15]1[C:23]2[C:18](=[CH:19][CH:20]=[CH:21][C:22]=2[C:24]([O:26][CH3:27])=[O:25])[CH:17]=[CH:16]1.C(O[BH-](OC(=O)C)OC(=O)C)(=O)C.[Na+]. The catalyst is C(Cl)Cl.C(O)(=O)C. The product is [N:4]12[CH2:9][CH2:8][CH:7]([CH2:6][CH2:5]1)[C@@H:2]([NH:1][CH2:13][CH2:14][N:15]1[C:23]3[C:18](=[CH:19][CH:20]=[CH:21][C:22]=3[C:24]([O:26][CH3:27])=[O:25])[CH:17]=[CH:16]1)[CH2:3]2. The yield is 0.860. (4) The reactants are [F:1][C:2]1[CH:7]=[C:6]([NH:8][CH2:9][C:10]2[CH:11]=[C:12]([C:17]3[C:22]([CH3:23])=[CH:21][C:20]([O:24][CH2:25][C:26]4([OH:34])[CH2:31][CH2:30][S:29](=[O:33])(=[O:32])[CH2:28][CH2:27]4)=[CH:19][C:18]=3[CH3:35])[C:13]([CH3:16])=[CH:14][CH:15]=2)[CH:5]=[CH:4][C:3]=1[CH2:36][CH2:37][C:38]([O:40]CC)=[O:39].[OH-].[Na+].Cl. The catalyst is CO.O1CCCC1.[Cl-].[Na+].O. The product is [F:1][C:2]1[CH:7]=[C:6]([NH:8][CH2:9][C:10]2[CH:11]=[C:12]([C:17]3[C:22]([CH3:23])=[CH:21][C:20]([O:24][CH2:25][C:26]4([OH:34])[CH2:27][CH2:28][S:29](=[O:33])(=[O:32])[CH2:30][CH2:31]4)=[CH:19][C:18]=3[CH3:35])[C:13]([CH3:16])=[CH:14][CH:15]=2)[CH:5]=[CH:4][C:3]=1[CH2:36][CH2:37][C:38]([OH:40])=[O:39]. The yield is 0.580. (5) The reactants are [F:1][C:2]1[CH:7]=[CH:6][C:5]([F:8])=[CH:4][C:3]=1[NH:9][CH2:10][C:11]1[CH:16]=[CH:15][CH:14]=[C:13]([O:17][C:18]([F:23])([F:22])[CH:19]([F:21])[F:20])[CH:12]=1.[F:24][C:25]([F:30])([F:29])[CH:26]1[O:28][CH2:27]1. The catalyst is C(#N)C.FC(F)(F)S([O-])(=O)=O.[Yb+3].FC(F)(F)S([O-])(=O)=O.FC(F)(F)S([O-])(=O)=O. The product is [F:1][C:2]1[CH:7]=[CH:6][C:5]([F:8])=[CH:4][C:3]=1[N:9]([CH2:10][C:11]1[CH:16]=[CH:15][CH:14]=[C:13]([O:17][C:18]([F:22])([F:23])[CH:19]([F:20])[F:21])[CH:12]=1)[CH2:27][CH:26]([OH:28])[C:25]([F:30])([F:29])[F:24]. The yield is 0.840. (6) The reactants are I[C:2]1[CH:7]=[CH:6][C:5]([O:8][CH3:9])=[C:4]([O:10][CH:11]([CH3:13])[CH3:12])[C:3]=1[S:14][CH2:15][C:16]1[CH:21]=[CH:20][CH:19]=[CH:18][CH:17]=1.[CH:22]#[C:23][CH3:24]. The catalyst is C(N(CC)CC)C.C(OCC)C.[Cu]I. The product is [CH:11]([O:10][C:4]1[C:3]([S:14][CH2:15][C:16]2[CH:21]=[CH:20][CH:19]=[CH:18][CH:17]=2)=[C:2]([C:22]#[C:23][CH3:24])[CH:7]=[CH:6][C:5]=1[O:8][CH3:9])([CH3:13])[CH3:12]. The yield is 0.670.